Dataset: Reaction yield outcomes from USPTO patents with 853,638 reactions. Task: Predict the reaction yield, written as a fraction of the theoretical maximum amount of product (1.0 means a 100% yield; for example, 0.34 means a 34% yield). (1) The reactants are [CH3:1][C:2]1[N:7]=[C:6]([N:8]2[CH2:39][CH2:38][C:11]3([C:16](=[O:17])[N:15]([CH2:18][C:19]4[C:27]5[C:22](=[CH:23][CH:24]=[CH:25][CH:26]=5)[N:21](S(C5C=CC(C)=CC=5)(=O)=O)[CH:20]=4)[CH2:14][CH2:13][CH2:12]3)[CH2:10][CH2:9]2)[CH:5]=[CH:4][CH:3]=1.C([O-])([O-])=O.[Cs+].[Cs+]. The catalyst is CO.C(OCC)(=O)C. The product is [NH:21]1[C:22]2[C:27](=[CH:26][CH:25]=[CH:24][CH:23]=2)[C:19]([CH2:18][N:15]2[CH2:14][CH2:13][CH2:12][C:11]3([CH2:10][CH2:9][N:8]([C:6]4[CH:5]=[CH:4][CH:3]=[C:2]([CH3:1])[N:7]=4)[CH2:39][CH2:38]3)[C:16]2=[O:17])=[CH:20]1. The yield is 0.790. (2) The reactants are C(OC(=O)[NH:7][CH:8]1[CH2:17][C:16]2[C:11](=[CH:12][CH:13]=[C:14]([C:18]#[N:19])[CH:15]=2)[NH:10][CH2:9]1)(C)(C)C.[ClH:21].O1CCOCC1. The catalyst is C(Cl)Cl. The product is [ClH:21].[ClH:21].[NH2:7][CH:8]1[CH2:17][C:16]2[C:11](=[CH:12][CH:13]=[C:14]([C:18]#[N:19])[CH:15]=2)[NH:10][CH2:9]1. The yield is 1.00. (3) The reactants are [CH3:1][O:2][C:3]([C@@H:5]1[CH2:11][C@@H:10](I)[C@@H:9]2[CH2:13][C@H:6]1[C:7](=[O:14])[O:8]2)=[O:4].C[Si]([SiH]([Si](C)(C)C)[Si](C)(C)C)(C)C.N(C1(C#N)CCCCC1)=NC1(C#N)CCCCC1. The catalyst is C1(C)C=CC=CC=1. The product is [CH3:1][O:2][C:3]([C@@H:5]1[CH2:11][CH2:10][C@@H:9]2[CH2:13][C@H:6]1[C:7](=[O:14])[O:8]2)=[O:4]. The yield is 0.710. (4) The reactants are Cl[C:2]1[C:7]2[CH2:8][N:9]([CH:12]([C:14]3[CH:19]=[CH:18][C:17]([O:20][CH2:21][CH:22]([F:24])[F:23])=[C:16]([Cl:25])[CH:15]=3)[CH3:13])[C:10](=[O:11])[C:6]=2[CH:5]=[CH:4][N:3]=1.[CH:26]([O:28][C:29]1[CH:34]=[CH:33][CH:32]=[CH:31][CH:30]=1)=[O:27]. No catalyst specified. The product is [Cl:25][C:16]1[CH:15]=[C:14]([CH:12]([N:9]2[C:10](=[O:11])[C:6]3[CH:5]=[CH:4][N:3]=[C:2]([C:26]([O:28][C:29]4[CH:34]=[CH:33][CH:32]=[CH:31][CH:30]=4)=[O:27])[C:7]=3[CH2:8]2)[CH3:13])[CH:19]=[CH:18][C:17]=1[O:20][CH2:21][CH:22]([F:24])[F:23]. The yield is 0.700.